This data is from Full USPTO retrosynthesis dataset with 1.9M reactions from patents (1976-2016). The task is: Predict the reactants needed to synthesize the given product. (1) Given the product [C:1](#[N:15])[CH2:2][CH2:3][CH2:4][CH2:5][CH2:6][CH:7]=[CH2:8], predict the reactants needed to synthesize it. The reactants are: [CH:1](=O)[CH2:2][CH2:3][CH2:4][CH2:5][CH2:6][CH:7]=[CH2:8].S(O)(O)(=O)=O.[NH2:15]O.[OH-].[Na+].C(OC(=O)C)(=O)C. (2) Given the product [C:54]1([C:70]2[CH:75]=[CH:74][CH:73]=[CH:72][CH:71]=2)[CH:55]=[CH:56][C:57]([CH:60]([N:68]([CH3:69])[C:11](=[O:13])[CH2:10][N:6]2[C:5]3[CH:14]=[C:15]([O:16][CH3:17])[C:2]([CH3:1])=[CH:3][C:4]=3[O:8][C:7]2=[O:9])[CH2:61][N:62]2[CH2:63][CH2:64][O:65][CH2:66][CH2:67]2)=[CH:58][CH:59]=1, predict the reactants needed to synthesize it. The reactants are: [CH3:1][C:2]1[C:15]([O:16][CH3:17])=[CH:14][C:5]2[N:6]([CH2:10][C:11]([OH:13])=O)[C:7](=[O:9])[O:8][C:4]=2[CH:3]=1.CN([P+](ON1N=NC2C=CC=CC1=2)(N(C)C)N(C)C)C.F[P-](F)(F)(F)(F)F.C(N(C(C)C)CC)(C)C.[C:54]1([C:70]2[CH:75]=[CH:74][CH:73]=[CH:72][CH:71]=2)[CH:59]=[CH:58][C:57]([CH:60]([NH:68][CH3:69])[CH2:61][N:62]2[CH2:67][CH2:66][O:65][CH2:64][CH2:63]2)=[CH:56][CH:55]=1. (3) Given the product [CH:33]([NH:36][C:37](=[O:48])[O:38][CH:39]1[CH2:40][CH:41]2[CH:45]([CH2:44][CH:6]([NH:7][CH2:8][C:9]([N:11]3[CH2:15][CH2:14][CH2:13][CH:12]3[C:16]#[N:17])=[O:10])[CH2:42]2)[CH2:46]1)([CH3:34])[CH3:35], predict the reactants needed to synthesize it. The reactants are: C(O[C:6](=O)[NH:7][CH2:8][C:9]([N:11]1[CH2:15][CH2:14][CH2:13][CH:12]1[C:16]#[N:17])=[O:10])(C)(C)C.FC(F)(F)C(O)=O.C(N(CC)CC)C.[CH:33]([NH:36][C:37](=[O:48])[O:38][CH:39]1[CH2:46][CH:45]2[CH:41]([CH2:42]C(=O)[CH2:44]2)[CH2:40]1)([CH3:35])[CH3:34].C(O[BH-](OC(=O)C)OC(=O)C)(=O)C.[Na+]. (4) The reactants are: [OH:1][N:2]1[C:7]([CH3:9])([CH3:8])[CH2:6][CH:5]([O:10][C:11]([CH:13]2[CH2:15][CH2:14]2)=[O:12])[CH2:4][C:3]1([CH3:17])[CH3:16].[ClH:18]. Given the product [ClH:18].[OH:1][N:2]1[C:7]([CH3:9])([CH3:8])[CH2:6][CH:5]([O:10][C:11]([CH:13]2[CH2:14][CH2:15]2)=[O:12])[CH2:4][C:3]1([CH3:17])[CH3:16], predict the reactants needed to synthesize it. (5) The reactants are: [NH2:1][C:2]1[C:3]([C:7]2[N:11]([C:12]3[CH:17]=[CH:16][C:15]([F:18])=[C:14]([Br:19])[CH:13]=3)[C:10](=[O:20])[O:9][N:8]=2)=[N:4][O:5][N:6]=1.CO[CH:23](OC)[CH2:24][NH:25][S:26]([NH:29][C:30](=[O:39])[O:31][CH2:32][C:33]1[CH:38]=[CH:37][CH:36]=[CH:35][CH:34]=1)(=[O:28])=[O:27].FC(F)(F)C(O)=O.C([SiH](CC)CC)C. Given the product [Br:19][C:14]1[CH:13]=[C:12]([N:11]2[C:10](=[O:20])[O:9][N:8]=[C:7]2[C:3]2[C:2]([NH:1][CH2:23][CH2:24][NH:25][S:26]([NH:29][C:30](=[O:39])[O:31][CH2:32][C:33]3[CH:38]=[CH:37][CH:36]=[CH:35][CH:34]=3)(=[O:27])=[O:28])=[N:6][O:5][N:4]=2)[CH:17]=[CH:16][C:15]=1[F:18], predict the reactants needed to synthesize it.